This data is from Full USPTO retrosynthesis dataset with 1.9M reactions from patents (1976-2016). The task is: Predict the reactants needed to synthesize the given product. (1) Given the product [Br:1][C:2]1[N:3]=[C:4]2[C:10]([CH:21]=[O:22])=[CH:9][NH:8][C:5]2=[N:6][CH:7]=1, predict the reactants needed to synthesize it. The reactants are: [Br:1][C:2]1[N:3]=[C:4]2[CH:10]=[CH:9][NH:8][C:5]2=[N:6][CH:7]=1.C1N2CN3CN(C2)CN1C3.[C:21]([O-])([O-])=[O:22].[Na+].[Na+]. (2) Given the product [NH:36]1[CH:7]=[CH:2][C:3]([C:9]2[CH:13]=[CH:12][O:11][N:10]=2)=[N:37]1, predict the reactants needed to synthesize it. The reactants are: Cl[C:2]1[CH:7]=CC=C(F)[C:3]=1[C:9]1[C:13](C(OC)=O)=[C:12](C(C(=O)C(F)(F)F)=CN(C)C)[O:11][N:10]=1.ClC1C=C([NH:36][NH2:37])C=CC=1.C(N(CC)C(C)C)(C)C. (3) Given the product [F:3][C:4]1[CH:16]=[C:15]([C:17]([F:20])([F:19])[F:18])[CH:14]=[CH:13][C:5]=1[CH:6]([OH:7])[CH:8]1[CH2:10][CH:9]1[C:11]#[N:12], predict the reactants needed to synthesize it. The reactants are: [BH4-].[Na+].[F:3][C:4]1[CH:16]=[C:15]([C:17]([F:20])([F:19])[F:18])[CH:14]=[CH:13][C:5]=1[C:6]([CH:8]1[CH2:10][CH:9]1[C:11]#[N:12])=[O:7].[Cl-].[NH4+]. (4) Given the product [NH2:5][C:6]([CH3:16])([CH3:15])[CH2:7][C:8]1[CH:13]=[CH:12][C:11]([O:14][C:30]2[CH:37]=[CH:36][C:33]([C:34]#[N:35])=[CH:32][CH:31]=2)=[CH:10][CH:9]=1, predict the reactants needed to synthesize it. The reactants are: C(O)(=O)C.[NH2:5][C:6]([CH3:16])([CH3:15])[CH2:7][C:8]1[CH:13]=[CH:12][C:11]([OH:14])=[CH:10][CH:9]=1.C([O-])([O-])=O.[K+].[K+].CC(N(C)C)=O.F[C:30]1[CH:37]=[CH:36][C:33]([C:34]#[N:35])=[CH:32][CH:31]=1. (5) The reactants are: [NH2:1][C:2]1[N:10]=[CH:9][N:8]=[C:7]2[C:3]=1[N:4]=[CH:5][N:6]2[C@H:11]1[CH:15]2[O:16][C:17]([CH3:20])([CH3:19])[O:18][C@@H:14]2[C@@H:13]([CH2:21][N:22]([CH:38]([CH3:40])[CH3:39])[CH2:23][CH2:24][CH2:25][CH2:26][N:27]2C(=O)C3C(=CC=CC=3)C2=O)[O:12]1.NN.O. Given the product [NH2:1][C:2]1[N:10]=[CH:9][N:8]=[C:7]2[C:3]=1[N:4]=[CH:5][N:6]2[C@H:11]1[C@@H:15]2[O:16][C:17]([CH3:19])([CH3:20])[O:18][C@@H:14]2[C@@H:13]([CH2:21][N:22]([CH:38]([CH3:40])[CH3:39])[CH2:23][CH2:24][CH2:25][CH2:26][NH2:27])[O:12]1, predict the reactants needed to synthesize it. (6) Given the product [ClH:24].[ClH:24].[F:1][C:2]1[CH:3]=[CH:4][C:5]([CH2:6][C@@H:7]2[CH2:12][CH2:11][CH2:10][N:9]([CH2:13][C@@H:14]3[CH2:18][S:17](=[O:19])(=[O:20])[CH2:16][C@H:15]3[NH:21][C:35]([NH:36][CH2:37][CH2:38][N:39]3[CH2:44][CH2:43][O:42][CH2:41][CH2:40]3)=[O:34])[CH2:8]2)=[CH:22][CH:23]=1, predict the reactants needed to synthesize it. The reactants are: [F:1][C:2]1[CH:23]=[CH:22][C:5]([CH2:6][C@@H:7]2[CH2:12][CH2:11][CH2:10][N:9]([CH2:13][C@@H:14]3[CH2:18][S:17](=[O:20])(=[O:19])[CH2:16][C@H:15]3[NH2:21])[CH2:8]2)=[CH:4][CH:3]=1.[ClH:24].[N+](C1C=CC([O:34][C:35](=O)[NH:36][CH2:37][CH2:38][N:39]2[CH2:44][CH2:43][O:42][CH2:41][CH2:40]2)=CC=1)([O-])=O.C(N(CC)CC)C.